This data is from Reaction yield outcomes from USPTO patents with 853,638 reactions. The task is: Predict the reaction yield, written as a fraction of the theoretical maximum amount of product (1.0 means a 100% yield; for example, 0.34 means a 34% yield). (1) The catalyst is O1CCCC1. The yield is 0.210. The reactants are CC1(C)CCCC(C)(C)N1.C([Li])CCC.[Cl:16][C:17]1[CH:25]=[CH:24][CH:23]=[C:22]2[C:18]=1[C:19]([CH2:26][C:27]#[N:28])=[CH:20][NH:21]2.[CH3:29][N:30]=[C:31]=[O:32]. The product is [CH3:29][NH:30][C:31]([N:21]1[C:22]2[C:18](=[C:17]([Cl:16])[CH:25]=[CH:24][CH:23]=2)[C:19]([CH2:26][C:27]#[N:28])=[CH:20]1)=[O:32]. (2) The reactants are [Br:1][C:2]1[CH:7]=[CH:6][C:5]([C:8]2[O:9][CH:10]=[C:11]([CH2:13]Cl)[N:12]=2)=[CH:4][CH:3]=1.[NH2:15][C:16]1[CH:25]=[CH:24][C:23]2[C:22]([OH:26])=[CH:21][CH:20]=[CH:19][C:18]=2[CH:17]=1.[S:27](O[S:27]([C:30]([F:33])([F:32])[F:31])(=[O:29])=[O:28])([C:30]([F:33])([F:32])[F:31])(=[O:29])=[O:28]. No catalyst specified. The product is [Br:1][C:2]1[CH:7]=[CH:6][C:5]([C:8]2[O:9][CH:10]=[C:11]([CH2:13][O:26][C:22]3[CH:21]=[CH:20][CH:19]=[C:18]4[C:23]=3[CH:24]=[CH:25][C:16]([NH:15][S:27]([C:30]([F:33])([F:32])[F:31])(=[O:29])=[O:28])=[CH:17]4)[N:12]=2)=[CH:4][CH:3]=1. The yield is 0.300. (3) The reactants are [OH:1][C:2]1[CH:7]=[C:6]([C:8]#[N:9])[CH:5]=[CH:4][N:3]=1.C([O-])([O-])=O.[K+].[K+].[Na+].[I-].[Cl:18][C:19]1[CH:20]=[CH:21][C:22]2[S:26][C:25]([CH2:27]Cl)=[N:24][C:23]=2[CH:29]=1. The catalyst is CN(C=O)C.O. The product is [Cl:18][C:19]1[CH:20]=[CH:21][C:22]2[S:26][C:25]([CH2:27][O:1][C:2]3[CH:7]=[C:6]([CH:5]=[CH:4][N:3]=3)[C:8]#[N:9])=[N:24][C:23]=2[CH:29]=1. The yield is 0.0750. (4) The reactants are [NH2:1][C:2]1[C:3]([O:8][CH3:9])=[N:4][CH:5]=[CH:6][CH:7]=1.[N:10]([O-])=O.[Na+].O.O.Cl[Sn]Cl.[OH-].[K+]. The catalyst is Cl.O. The product is [NH:1]([C:2]1[C:3]([O:8][CH3:9])=[N:4][CH:5]=[CH:6][CH:7]=1)[NH2:10]. The yield is 0.840. (5) The product is [OH:8][CH2:9][C@:10]1([C:25]([O:27][C:28]([CH3:30])([CH3:29])[CH3:31])=[O:26])[CH:14]([CH3:15])[C:13](=[O:16])[N:12]([C@@H:17]([C:19]2[CH:24]=[CH:23][CH:22]=[CH:21][CH:20]=2)[CH3:18])[CH2:11]1. The yield is 0.670. The catalyst is O1CCCC1. The reactants are [Si]([O:8][CH2:9][C@:10]1([C:25]([O:27][C:28]([CH3:31])([CH3:30])[CH3:29])=[O:26])[CH:14]([CH3:15])[C:13](=[O:16])[N:12]([C@@H:17]([C:19]2[CH:24]=[CH:23][CH:22]=[CH:21][CH:20]=2)[CH3:18])[CH2:11]1)(C(C)(C)C)(C)C.[F-].C([N+](CCCC)(CCCC)CCCC)CCC.